Dataset: NCI-60 drug combinations with 297,098 pairs across 59 cell lines. Task: Regression. Given two drug SMILES strings and cell line genomic features, predict the synergy score measuring deviation from expected non-interaction effect. (1) Synergy scores: CSS=27.6, Synergy_ZIP=-8.80, Synergy_Bliss=-4.09, Synergy_Loewe=-25.9, Synergy_HSA=-4.15. Cell line: OVCAR-5. Drug 2: C1CN(P(=O)(OC1)NCCCl)CCCl. Drug 1: CCCCC(=O)OCC(=O)C1(CC(C2=C(C1)C(=C3C(=C2O)C(=O)C4=C(C3=O)C=CC=C4OC)O)OC5CC(C(C(O5)C)O)NC(=O)C(F)(F)F)O. (2) Drug 1: C1=C(C(=O)NC(=O)N1)N(CCCl)CCCl. Drug 2: N.N.Cl[Pt+2]Cl. Cell line: RXF 393. Synergy scores: CSS=15.4, Synergy_ZIP=-1.60, Synergy_Bliss=-2.60, Synergy_Loewe=-2.92, Synergy_HSA=-1.68. (3) Drug 1: C1=CC(=CC=C1CC(C(=O)O)N)N(CCCl)CCCl.Cl. Drug 2: CC12CCC3C(C1CCC2O)C(CC4=C3C=CC(=C4)O)CCCCCCCCCS(=O)CCCC(C(F)(F)F)(F)F. Cell line: HL-60(TB). Synergy scores: CSS=50.2, Synergy_ZIP=0.467, Synergy_Bliss=-3.56, Synergy_Loewe=-14.1, Synergy_HSA=-5.66. (4) Drug 1: CCC1=CC2CC(C3=C(CN(C2)C1)C4=CC=CC=C4N3)(C5=C(C=C6C(=C5)C78CCN9C7C(C=CC9)(C(C(C8N6C)(C(=O)OC)O)OC(=O)C)CC)OC)C(=O)OC.C(C(C(=O)O)O)(C(=O)O)O. Drug 2: C(CN)CNCCSP(=O)(O)O. Cell line: UACC62. Synergy scores: CSS=48.1, Synergy_ZIP=1.27, Synergy_Bliss=1.07, Synergy_Loewe=-37.0, Synergy_HSA=0.712. (5) Drug 1: C1CCC(C1)C(CC#N)N2C=C(C=N2)C3=C4C=CNC4=NC=N3. Drug 2: COC1=NC(=NC2=C1N=CN2C3C(C(C(O3)CO)O)O)N. Cell line: OVCAR3. Synergy scores: CSS=-7.57, Synergy_ZIP=4.40, Synergy_Bliss=0.0828, Synergy_Loewe=-5.18, Synergy_HSA=-6.30. (6) Drug 1: CCC1=C2CN3C(=CC4=C(C3=O)COC(=O)C4(CC)O)C2=NC5=C1C=C(C=C5)O. Drug 2: CC1CCC2CC(C(=CC=CC=CC(CC(C(=O)C(C(C(=CC(C(=O)CC(OC(=O)C3CCCCN3C(=O)C(=O)C1(O2)O)C(C)CC4CCC(C(C4)OC)OCCO)C)C)O)OC)C)C)C)OC. Cell line: HS 578T. Synergy scores: CSS=20.4, Synergy_ZIP=-5.97, Synergy_Bliss=-4.85, Synergy_Loewe=-25.3, Synergy_HSA=-3.96. (7) Drug 1: CCCS(=O)(=O)NC1=C(C(=C(C=C1)F)C(=O)C2=CNC3=C2C=C(C=N3)C4=CC=C(C=C4)Cl)F. Drug 2: CN(CCCl)CCCl.Cl. Cell line: T-47D. Synergy scores: CSS=22.7, Synergy_ZIP=-0.568, Synergy_Bliss=3.56, Synergy_Loewe=-5.84, Synergy_HSA=1.46.